This data is from Forward reaction prediction with 1.9M reactions from USPTO patents (1976-2016). The task is: Predict the product of the given reaction. (1) Given the reactants [CH:1]([C:4]1[CH:9]=[CH:8][C:7]([NH:10][CH2:11][CH:12]([O:16][CH2:17][CH3:18])[O:13][CH2:14][CH3:15])=[CH:6][CH:5]=1)([CH3:3])[CH3:2].[C:19]([C:23]1[CH:24]=[C:25]([N:29]=[C:30]=[O:31])[CH:26]=[CH:27][CH:28]=1)([O:21][CH3:22])=[O:20], predict the reaction product. The product is: [CH:1]([C:4]1[CH:5]=[CH:6][C:7]([N:10]2[CH:11]=[CH:12][N:29]([C:25]3[CH:24]=[C:23]([CH:28]=[CH:27][CH:26]=3)[C:19]([OH:21])=[O:20])[C:30]2=[O:31])=[CH:8][CH:9]=1)([CH3:2])[CH3:3].[CH3:22][O:21][C:19](=[O:20])[C:23]1[CH:28]=[CH:27][CH:26]=[C:25]([NH:29][C:30]([N:10]([CH2:11][CH:12]([O:13][CH2:14][CH3:15])[O:16][CH2:17][CH3:18])[C:7]2[CH:8]=[CH:9][C:4]([CH:1]([CH3:2])[CH3:3])=[CH:5][CH:6]=2)=[O:31])[CH:24]=1. (2) Given the reactants [CH3:1][O:2][C:3](=[O:38])[C:4]1[CH:9]=[CH:8][C:7]([CH2:10][N:11]2[CH:15]=[C:14]([C:16]3[CH:21]=[CH:20][C:19]([Cl:22])=[CH:18][C:17]=3[Cl:23])[N:13]=[C:12]2[CH2:24][C:25]2[CH:30]=[CH:29][C:28]([C:31]3[CH:36]=[CH:35][CH:34]=[C:33]([NH2:37])[CH:32]=3)=[CH:27][CH:26]=2)=[CH:6][CH:5]=1.[F:39][C:40]([F:47])([F:46])[CH2:41][S:42](Cl)(=[O:44])=[O:43], predict the reaction product. The product is: [CH3:1][O:2][C:3](=[O:38])[C:4]1[CH:9]=[CH:8][C:7]([CH2:10][N:11]2[CH:15]=[C:14]([C:16]3[CH:21]=[CH:20][C:19]([Cl:22])=[CH:18][C:17]=3[Cl:23])[N:13]=[C:12]2[CH2:24][C:25]2[CH:30]=[CH:29][C:28]([C:31]3[CH:36]=[CH:35][CH:34]=[C:33]([NH:37][S:42]([CH2:41][C:40]([F:47])([F:46])[F:39])(=[O:44])=[O:43])[CH:32]=3)=[CH:27][CH:26]=2)=[CH:6][CH:5]=1. (3) Given the reactants [Br:1][C:2]1[CH:3]=[C:4]([C:13]([O:15][CH3:16])=[O:14])[CH:5]=[C:6]2[C:11]=1[NH:10][CH:9]=[CH:8][C:7]2=O.P(Br)(Br)[Br:18].C([O-])(O)=O.[Na+], predict the reaction product. The product is: [Br:18][C:7]1[C:6]2[C:11](=[C:2]([Br:1])[CH:3]=[C:4]([C:13]([O:15][CH3:16])=[O:14])[CH:5]=2)[N:10]=[CH:9][CH:8]=1. (4) Given the reactants [CH3:1][C:2]1[N:9]=[CH:8][CH:7]=[CH:6][C:3]=1[CH:4]=O.OS([O-])=O.[Na+].[NH2:15][C:16]1[CH:17]=[C:18]([CH2:23][C:24]([O:26][CH3:27])=[O:25])[CH:19]=[CH:20][C:21]=1[NH2:22], predict the reaction product. The product is: [CH3:1][C:2]1[C:3]([C:4]2[NH:22][C:21]3[CH:20]=[CH:19][C:18]([CH2:23][C:24]([O:26][CH3:27])=[O:25])=[CH:17][C:16]=3[N:15]=2)=[CH:6][CH:7]=[CH:8][N:9]=1. (5) Given the reactants [H-].[H-].[H-].[H-].[Li+].[Al+3].[CH:7]1([C:15]2[CH:20]=[CH:19][C:18]([C:21]([CH3:28])=[CH:22][C:23](OCC)=[O:24])=[CH:17][CH:16]=2)[CH2:14][CH2:13][CH2:12][CH2:11][CH2:10][CH2:9][CH2:8]1, predict the reaction product. The product is: [CH:7]1([C:15]2[CH:16]=[CH:17][C:18]([C:21]([CH3:28])=[CH:22][CH2:23][OH:24])=[CH:19][CH:20]=2)[CH2:8][CH2:9][CH2:10][CH2:11][CH2:12][CH2:13][CH2:14]1. (6) Given the reactants [OH-].[Na+].[CH3:3][O:4][C:5]1[CH:6]=[C:7]([CH:29]=[CH:30][C:31]=1[NH:32][S:33]([CH2:36][CH2:37][CH3:38])(=[O:35])=[O:34])[C:8]([C:10]1[N:14]2[CH:15]=[CH:16][CH:17]=[CH:18][C:13]2=[C:12]([C:19]2[CH:20]=[C:21]([CH:26]=[CH:27][CH:28]=2)[C:22]([O:24]C)=[O:23])[N:11]=1)=[O:9], predict the reaction product. The product is: [CH3:3][O:4][C:5]1[CH:6]=[C:7]([CH:29]=[CH:30][C:31]=1[NH:32][S:33]([CH2:36][CH2:37][CH3:38])(=[O:35])=[O:34])[C:8]([C:10]1[N:14]2[CH:15]=[CH:16][CH:17]=[CH:18][C:13]2=[C:12]([C:19]2[CH:20]=[C:21]([CH:26]=[CH:27][CH:28]=2)[C:22]([OH:24])=[O:23])[N:11]=1)=[O:9]. (7) Given the reactants Cl.[S:2]1[C:6]2[CH:7]=[CH:8][CH:9]=[CH:10][C:5]=2[C:4]([N:11]2[CH2:16][CH2:15][N:14]([CH2:17][CH2:18][C:19]3[CH:24]=[CH:23][C:22]([NH2:25])=[C:21]([CH3:26])[CH:20]=3)[CH2:13][CH2:12]2)=[N:3]1.[CH3:27][C:28]([CH3:33])=[CH:29][C:30](Cl)=[O:31], predict the reaction product. The product is: [S:2]1[C:6]2[CH:7]=[CH:8][CH:9]=[CH:10][C:5]=2[C:4]([N:11]2[CH2:12][CH2:13][N:14]([CH2:17][CH2:18][C:19]3[CH:24]=[CH:23][C:22]([NH:25][C:30](=[O:31])[CH:29]=[C:28]([CH3:33])[CH3:27])=[C:21]([CH3:26])[CH:20]=3)[CH2:15][CH2:16]2)=[N:3]1. (8) Given the reactants [Cl:1][C:2]1[C:3]([CH2:26][C:27]([OH:29])=O)=[N:4][C:5]([N:8]([CH2:16][C:17]([F:25])([F:24])[C:18]2[CH:23]=[CH:22][CH:21]=[CH:20][N:19]=2)C(OC(C)(C)C)=O)=[CH:6][CH:7]=1.Cl[C:31]1[CH:32]=[CH:33][C:34]([N:39]2[CH:43]=[N:42][CH:41]=[N:40]2)=[C:35]([CH:38]=1)[CH2:36][NH2:37], predict the reaction product. The product is: [Cl:1][C:2]1[C:3]([CH2:26][C:27]([NH:37][CH2:36][C:35]2[C:34]([N:39]3[CH:43]=[N:42][CH:41]=[N:40]3)=[CH:33][CH:32]=[CH:31][CH:38]=2)=[O:29])=[N:4][C:5]([NH:8][CH2:16][C:17]([F:24])([F:25])[C:18]2[CH:23]=[CH:22][CH:21]=[CH:20][N:19]=2)=[CH:6][CH:7]=1. (9) Given the reactants [C:1]1([C:7]#[C:8][C:9]2[CH:10]=[C:11]([C:15]([OH:17])=O)[CH:12]=[N:13][CH:14]=2)[CH:6]=[CH:5][CH:4]=[CH:3][CH:2]=1.CN(C(ON1N=NC2C=CC=NC1=2)=[N+](C)C)C.F[P-](F)(F)(F)(F)F.C(N(C(C)C)CC)(C)C.[C:51]([C:53]1[CH:54]=[C:55]([N:59]2[CH2:64][CH2:63][NH:62][CH2:61][CH2:60]2)[CH:56]=[CH:57][CH:58]=1)#[N:52], predict the reaction product. The product is: [C:1]1([CH2:7][CH2:8][C:9]2[CH:10]=[C:11]([C:15]([N:62]3[CH2:61][CH2:60][N:59]([C:55]4[CH:54]=[C:53]([CH:58]=[CH:57][CH:56]=4)[C:51]#[N:52])[CH2:64][CH2:63]3)=[O:17])[CH:12]=[N:13][CH:14]=2)[CH:2]=[CH:3][CH:4]=[CH:5][CH:6]=1.